This data is from Peptide-MHC class II binding affinity with 134,281 pairs from IEDB. The task is: Regression. Given a peptide amino acid sequence and an MHC pseudo amino acid sequence, predict their binding affinity value. This is MHC class II binding data. (1) The binding affinity (normalized) is 0.183. The peptide sequence is YKDVDKPPFSGMTGC. The MHC is DRB1_0401 with pseudo-sequence DRB1_0401. (2) The MHC is HLA-DQA10101-DQB10501 with pseudo-sequence HLA-DQA10101-DQB10501. The peptide sequence is EKGYFAATQFEPLAA. The binding affinity (normalized) is 0.437. (3) The peptide sequence is VSFGVWIRTPPAYRPPNAPI. The MHC is DRB1_0901 with pseudo-sequence DRB1_0901. The binding affinity (normalized) is 0.309. (4) The peptide sequence is ENLPYLVAYQATVCARAQAP. The MHC is DRB1_1302 with pseudo-sequence DRB1_1302. The binding affinity (normalized) is 0.434.